From a dataset of Forward reaction prediction with 1.9M reactions from USPTO patents (1976-2016). Predict the product of the given reaction. Given the reactants [N:1]1[CH:6]=[CH:5][CH:4]=[C:3]([C:7]2[S:8][CH:9]=[C:10]([C:12]([O:14][CH2:15][CH3:16])=[O:13])[N:11]=2)[CH:2]=1.C[Si]([N-][Si](C)(C)C)(C)C.[K+].[Br:27]N1C(=O)CCC1=O, predict the reaction product. The product is: [Br:27][C:9]1[S:8][C:7]([C:3]2[CH:2]=[N:1][CH:6]=[CH:5][CH:4]=2)=[N:11][C:10]=1[C:12]([O:14][CH2:15][CH3:16])=[O:13].